Dataset: Full USPTO retrosynthesis dataset with 1.9M reactions from patents (1976-2016). Task: Predict the reactants needed to synthesize the given product. Given the product [Cl:23][C:12]1[N:13]=[C:14]([N:16]2[CH2:21][CH2:20][O:19][CH2:18][C@H:17]2[CH3:22])[CH:15]=[C:10]([CH2:9][S:2][CH3:1])[N:11]=1, predict the reactants needed to synthesize it. The reactants are: [CH3:1][S-:2].[Na+].CS(O[CH2:9][C:10]1[CH:15]=[C:14]([N:16]2[CH2:21][CH2:20][O:19][CH2:18][C@H:17]2[CH3:22])[N:13]=[C:12]([Cl:23])[N:11]=1)(=O)=O.ClC1N=C(N2CCOC[C@H]2C)C=C(CCl)N=1.[I-].[Na+].